This data is from Reaction yield outcomes from USPTO patents with 853,638 reactions. The task is: Predict the reaction yield, written as a fraction of the theoretical maximum amount of product (1.0 means a 100% yield; for example, 0.34 means a 34% yield). (1) The reactants are [C:1]1([CH2:7][C:8]([C:10]2[CH:14]=[CH:13][N:12]([S:15]([C:18]3[CH:23]=[CH:22][CH:21]=[CH:20][CH:19]=3)(=[O:17])=[O:16])[CH:11]=2)=O)[CH:6]=[CH:5][CH:4]=[CH:3][CH:2]=1.[CH2:24]([O:26][C:27]1[CH:28]=[C:29]([CH:32]=[C:33]([N+:36]([O-:38])=[O:37])[C:34]=1[OH:35])[CH:30]=O)[CH3:25].[NH2:39][C:40]([NH2:42])=[O:41].Cl. The catalyst is C(O)C. The product is [CH2:24]([O:26][C:27]1[CH:28]=[C:29]([CH:30]2[C:7]([C:1]3[CH:6]=[CH:5][CH:4]=[CH:3][CH:2]=3)=[C:8]([C:10]3[CH:14]=[CH:13][N:12]([S:15]([C:18]4[CH:23]=[CH:22][CH:21]=[CH:20][CH:19]=4)(=[O:17])=[O:16])[CH:11]=3)[NH:42][C:40](=[O:41])[NH:39]2)[CH:32]=[C:33]([N+:36]([O-:38])=[O:37])[C:34]=1[OH:35])[CH3:25]. The yield is 0.276. (2) The reactants are [Br:1][C:2]1[N:7]=[C:6]([NH:8]C(C)(C)C)[C:5]([CH3:13])=[CH:4][CH:3]=1. The catalyst is ClCCCl.C(O)(C(F)(F)F)=O. The product is [Br:1][C:2]1[N:7]=[C:6]([NH2:8])[C:5]([CH3:13])=[CH:4][CH:3]=1. The yield is 0.930. (3) The yield is 0.467. The reactants are [C:1]1([C:7]2[CH:8]=[C:9]([C:16]([OH:18])=O)[S:10][C:11]=2[C:12]([F:15])([F:14])[F:13])[CH:6]=[CH:5][CH:4]=[CH:3][CH:2]=1.CC[N:21]=[C:22]=[N:23]CCCN(C)C.[CH:30]1[CH:31]=[CH:32][C:33]2N(O)N=[N:36][C:34]=2[CH:35]=1.O1CCO[CH2:42][CH2:41]1. No catalyst specified. The product is [NH:36]1[C:34]2[C:33](=[CH:32][C:31]([C:22]3[N:23]=[C:16]([C:9]4[S:10][C:11]([C:12]([F:13])([F:14])[F:15])=[C:7]([C:1]5[CH:2]=[CH:3][CH:4]=[CH:5][CH:6]=5)[CH:8]=4)[O:18][N:21]=3)=[CH:30][CH:35]=2)[CH:42]=[CH:41]1. (4) The reactants are [Br:1][C:2]1[C:3]([C:8]([OH:10])=[O:9])=[N:4][CH:5]=[N:6][CH:7]=1.[C:11](Cl)(=O)C(Cl)=O. The catalyst is C(Cl)Cl.CN(C=O)C. The product is [CH3:11][O:9][C:8]([C:3]1[C:2]([Br:1])=[CH:7][N:6]=[CH:5][N:4]=1)=[O:10]. The yield is 0.390. (5) The reactants are Br[C:2]1[CH:3]=[C:4]2[C:8](=[C:9]([Cl:11])[CH:10]=1)[C:7](=[O:12])[N:6]([C@H:13]([CH:15]1[CH2:17][CH2:16]1)[CH3:14])[CH2:5]2.C1(P(C2C=CC=CC=2)C2C=CC=CC=2)C=CC=CC=1.[C:37]([Si:39]([CH3:42])([CH3:41])[CH3:40])#[CH:38].[SiH4]. The catalyst is C(NC(C)C)(C)C.C([O-])(=O)C.[Cu+2].C([O-])(=O)C.C1C=CC(C#N)=CC=1.C1C=CC(C#N)=CC=1.Cl[Pd]Cl. The product is [Cl:11][C:9]1[CH:10]=[C:2]([C:38]#[C:37][Si:39]([CH3:42])([CH3:41])[CH3:40])[CH:3]=[C:4]2[C:8]=1[C:7](=[O:12])[N:6]([C@H:13]([CH:15]1[CH2:17][CH2:16]1)[CH3:14])[CH2:5]2. The yield is 0.930. (6) The yield is 0.300. The catalyst is O. The product is [F:5][C:6]1[CH:7]=[CH:8][C:9]([CH2:10][O:11][C:12]2[CH:17]=[CH:16][C:15]([CH2:18][CH2:19][N+:20]([O-:22])=[O:21])=[CH:14][N:13]=2)=[CH:23][CH:24]=1. The reactants are CS(C)=O.[F:5][C:6]1[CH:24]=[CH:23][C:9]([CH2:10][O:11][C:12]2[CH:17]=[CH:16][C:15](/[CH:18]=[CH:19]/[N+:20]([O-:22])=[O:21])=[CH:14][N:13]=2)=[CH:8][CH:7]=1.C(O)(=O)C.[BH4-].[Na+]. (7) The reactants are C[O:2][C:3]([C:5]1[C:6](=[O:19])[NH:7][N:8]=[C:9]([C:11]2[CH:16]=[CH:15][C:14]([S:17][CH3:18])=[CH:13][CH:12]=2)[CH:10]=1)=[O:4].C(=O)([O-])[O-].[K+].[K+].[CH2:26](Br)[CH:27]([CH3:29])[CH3:28].C(=O)([O-])O.[Na+]. The catalyst is CN(C)C=O. The product is [C:3]([C:5]1[C:6](=[O:19])[N:7]([CH2:26][CH:27]([CH3:29])[CH3:28])[N:8]=[C:9]([C:11]2[CH:16]=[CH:15][C:14]([S:17][CH3:18])=[CH:13][CH:12]=2)[CH:10]=1)([OH:2])=[O:4]. The yield is 0.651. (8) The reactants are [CH2:1]([C@H:5]1[C@@H:13](C(C)(C)C([O-])=O)[CH2:12][CH2:11][CH2:10][C@H:9]([NH:20][C:21](=[O:31])[C:22]2[C:27]([OH:28])=[C:26]([O:29][CH3:30])[CH:25]=[CH:24][N:23]=2)[C:8](=[O:32])[O:7][C@H:6]1[CH3:33])[CH2:2][CH2:3][CH3:4].[C:34]([O-:37])([O-])=[O:35].[Na+].[Na+].[Na+].[I-].[CH2:42]([O:44][CH2:45][C:46]([O:48][CH2:49]Cl)=[O:47])[CH3:43].[CH3:51][C:52]([CH3:54])=O. No catalyst specified. The product is [C:34]([O:37][C@H:13]1[CH2:12][CH2:11][CH2:10][C@H:9]([NH:20][C:21](=[O:31])[C:22]2[C:27]([O:28][CH2:49][O:48][C:46]([CH2:45][O:44][CH2:42][CH3:43])=[O:47])=[C:26]([O:29][CH3:30])[CH:25]=[CH:24][N:23]=2)[C:8](=[O:32])[O:7][C@@H:6]([CH3:33])[C@@H:5]1[CH2:1][CH2:2][CH2:3][CH3:4])(=[O:35])[CH:52]([CH3:54])[CH3:51]. The yield is 0.410. (9) The reactants are Cl[C:2]1[C:7]([CH:8]=[O:9])=C[N:5]=[C:4]([C:10]2[CH:15]=[CH:14][CH:13]=[CH:12][CH:11]=2)[N:3]=1.[Cl:16][C:17]1[CH:18]=[C:19](B(O)O)[C:20]([CH3:23])=[CH:21][CH:22]=1.[C:27]([O-])([O-])=O.[K+].[K+]. The catalyst is O1CCOCC1.O.C1C=CC([P]([Pd]([P](C2C=CC=CC=2)(C2C=CC=CC=2)C2C=CC=CC=2)([P](C2C=CC=CC=2)(C2C=CC=CC=2)C2C=CC=CC=2)[P](C2C=CC=CC=2)(C2C=CC=CC=2)C2C=CC=CC=2)(C2C=CC=CC=2)C2C=CC=CC=2)=CC=1. The product is [Cl:16][C:17]1[CH:22]=[CH:21][C:20]([C:23]2[C:7]([CH:8]=[O:9])=[CH:2][N:3]=[C:4]([C:10]3[CH:15]=[CH:14][CH:13]=[CH:12][CH:11]=3)[N:5]=2)=[C:19]([CH3:27])[CH:18]=1. The yield is 0.750.